This data is from Catalyst prediction with 721,799 reactions and 888 catalyst types from USPTO. The task is: Predict which catalyst facilitates the given reaction. (1) Reactant: C([O:3][C:4](=[O:24])[C:5]([OH:23])([C:19]([F:22])([F:21])[F:20])[CH2:6][C:7]([C:10]1[CH:15]=[C:14]([F:16])[CH:13]=[CH:12][C:11]=1[O:17][CH3:18])([CH3:9])[CH3:8])C.[OH-].[K+]. Product: [F:16][C:14]1[CH:13]=[CH:12][C:11]([O:17][CH3:18])=[C:10]([C:7]([CH3:8])([CH3:9])[CH2:6][C:5]([OH:23])([C:19]([F:22])([F:21])[F:20])[C:4]([OH:24])=[O:3])[CH:15]=1. The catalyst class is: 5. (2) Reactant: [Mg].[CH3:2][C:3]1[CH2:4][C:5]2[C:10]([CH:11]=1)=[CH:9][CH:8]=[CH:7][C:6]=2Br.BrCCBr.[Cl:17][Si:18](Cl)([CH3:20])[CH3:19]. Product: [Cl:17][Si:18]([CH3:20])([CH3:19])[C:6]1[CH:7]=[CH:8][CH:9]=[C:10]2[C:5]=1[CH2:4][C:3]([CH3:2])=[CH:11]2. The catalyst class is: 1. (3) Reactant: [CH2:1]([O:8][C:9]([C:11]1[C:12]2[CH:13]=[C:14]([CH3:20])[NH:15][C:16]=2[CH:17]=[CH:18][CH:19]=1)=[O:10])[C:2]1[CH:7]=[CH:6][CH:5]=[CH:4][CH:3]=1.[H-].[Na+].[CH2:23]([O:27][C:28]1[CH:36]=[CH:35][C:31]([C:32](Cl)=[O:33])=[CH:30][CH:29]=1)[CH2:24][CH2:25][CH3:26].O. Product: [CH2:1]([O:8][C:9]([C:11]1[C:12]2[CH:13]=[C:14]([CH3:20])[N:15]([C:32](=[O:33])[C:31]3[CH:30]=[CH:29][C:28]([O:27][CH2:23][CH2:24][CH2:25][CH3:26])=[CH:36][CH:35]=3)[C:16]=2[CH:17]=[CH:18][CH:19]=1)=[O:10])[C:2]1[CH:3]=[CH:4][CH:5]=[CH:6][CH:7]=1. The catalyst class is: 42.